Dataset: Retrosynthesis with 50K atom-mapped reactions and 10 reaction types from USPTO. Task: Predict the reactants needed to synthesize the given product. Given the product COC(=O)/C=C/c1cccc(CO)c1, predict the reactants needed to synthesize it. The reactants are: C=CC(=O)OC.OCc1cccc(I)c1.